This data is from Forward reaction prediction with 1.9M reactions from USPTO patents (1976-2016). The task is: Predict the product of the given reaction. (1) Given the reactants C(O[C:6]([N:8]1CCC(=C/C=C/C2C=CC=CC=2)CC1)=O)(C)(C)C.[CH2:23](P(=O)(OCC)OCC)[CH:24]=[CH:25][C:26]1[CH:31]=[CH:30][CH:29]=[CH:28][CH:27]=1.[CH3:40][C:41]1[N:46]=[C:45]([N:47]2[CH2:52][CH2:51][C:50](=O)[CH2:49][CH2:48]2)[C:44]([N+:54]([O-:56])=[O:55])=[CH:43][CH:42]=1, predict the reaction product. The product is: [CH3:40][C:41]1[N:46]=[C:45]([N:47]2[CH2:52][CH2:51][C:50](=[CH:23]/[CH:24]=[CH:25]/[C:26]3[CH:27]=[C:28]([CH:29]=[CH:30][CH:31]=3)[C:6]#[N:8])[CH2:49][CH2:48]2)[C:44]([N+:54]([O-:56])=[O:55])=[CH:43][CH:42]=1. (2) Given the reactants [F:1][C:2]1[CH:3]=[CH:4][C:5](B2OC(C)(C)C(C)(C)O2)=[C:6]2[C:10]=1[C@H:9]([O:11][C:12]1[CH:25]=[CH:24][C:15]3[C@H:16]([CH2:19][C:20]([O:22][CH3:23])=[O:21])[CH2:17][O:18][C:14]=3[CH:13]=1)[CH2:8][CH2:7]2.I[C:36]1[C:45]([CH3:46])=[CH:44][C:39]([C:40]([NH:42][CH3:43])=[O:41])=[CH:38][C:37]=1[CH3:47].[O-]P([O-])([O-])=O.[K+].[K+].[K+].C1(P(C2CCCCC2)C2C=CC=CC=2C2C(OC)=CC=CC=2OC)CCCCC1, predict the reaction product. The product is: [CH3:47][C:37]1[CH:38]=[C:39]([C:40](=[O:41])[NH:42][CH3:43])[CH:44]=[C:45]([CH3:46])[C:36]=1[C:5]1[CH:4]=[CH:3][C:2]([F:1])=[C:10]2[C:6]=1[CH2:7][CH2:8][C@H:9]2[O:11][C:12]1[CH:25]=[CH:24][C:15]2[C@H:16]([CH2:19][C:20]([O:22][CH3:23])=[O:21])[CH2:17][O:18][C:14]=2[CH:13]=1. (3) Given the reactants N[C:2]1[CH:7]=[C:6]([S:8]([CH3:11])(=[O:10])=[O:9])[CH:5]=[CH:4][C:3]=1[S:12]([NH:15][C:16]1[CH:17]=[CH:18][C:19]([Cl:26])=[C:20]2[C:25]=1[N:24]=[CH:23][CH:22]=[CH:21]2)(=[O:14])=[O:13].N(OC(C)(C)C)=O.CC(O)=O, predict the reaction product. The product is: [Cl:26][C:19]1[CH:18]=[C:17]2[C:16](=[C:25]3[C:20]=1[CH:21]=[CH:22][CH:23]=[N:24]3)[NH:15][S:12](=[O:13])(=[O:14])[C:3]1[C:2]2=[CH:7][C:6]([S:8]([CH3:11])(=[O:10])=[O:9])=[CH:5][CH:4]=1. (4) Given the reactants C[O:2][C:3](=O)[CH2:4][CH2:5][C:6]1[C:7](=[O:20])[N:8]([CH2:13][C:14]2[CH:19]=[CH:18][CH:17]=[CH:16][CH:15]=2)[CH2:9][CH2:10][CH2:11][CH:12]=1.CO.[NH2:24][O:25][K].C(O)(=O)C, predict the reaction product. The product is: [CH2:13]([N:8]1[CH2:9][CH2:10][CH2:11][CH:12]=[C:6]([CH2:5][CH2:4][C:3]([NH:24][OH:25])=[O:2])[C:7]1=[O:20])[C:14]1[CH:19]=[CH:18][CH:17]=[CH:16][CH:15]=1. (5) Given the reactants C(N(CC)C(C)C)(C)C.[C:10]1([CH2:16][O:17][C:18]([NH:20][C:21]2([C:27]([NH:29][C@H:30]([CH2:34][OH:35])[CH:31]([CH3:33])[CH3:32])=[O:28])[CH2:26][CH2:25][CH2:24][CH2:23][CH2:22]2)=[O:19])[CH:15]=[CH:14][CH:13]=[CH:12][CH:11]=1, predict the reaction product. The product is: [C:10]1([CH2:16][O:17][C:18]([NH:20][C:21]2([C:27]([NH:29][C@H:30]([CH:34]=[O:35])[CH:31]([CH3:33])[CH3:32])=[O:28])[CH2:26][CH2:25][CH2:24][CH2:23][CH2:22]2)=[O:19])[CH:15]=[CH:14][CH:13]=[CH:12][CH:11]=1. (6) Given the reactants [Cl:1][C:2]1[CH:12]=[CH:11][C:5]2[NH:6][C:7](SC)=[N:8][C:4]=2[C:3]=1[C:13]#[N:14].O[O:16][S:17]([O-:19])=O.[K+].[CH3:21]O, predict the reaction product. The product is: [Cl:1][C:2]1[CH:12]=[CH:11][C:5]2[NH:6][C:7]([S:17]([CH3:21])(=[O:19])=[O:16])=[N:8][C:4]=2[C:3]=1[C:13]#[N:14]. (7) Given the reactants [CH3:1][C:2]1[CH:7]=[CH:6][N:5]=[CH:4][C:3]=1[N:8]1[CH2:12][CH2:11][NH:10][C:9]1=[O:13].Br[C:15]1[CH:16]=[N:17][S:18][CH:19]=1.N[C@@H]1CCCC[C@H]1N.P([O-])([O-])([O-])=O.[K+].[K+].[K+], predict the reaction product. The product is: [S:18]1[CH:19]=[C:15]([N:10]2[CH2:11][CH2:12][N:8]([C:3]3[CH:4]=[N:5][CH:6]=[CH:7][C:2]=3[CH3:1])[C:9]2=[O:13])[CH:16]=[N:17]1.